From a dataset of Forward reaction prediction with 1.9M reactions from USPTO patents (1976-2016). Predict the product of the given reaction. Given the reactants [C:1]1([OH:7])[CH:6]=[CH:5][CH:4]=[CH:3][CH:2]=1.C(=O)([O-])[O-].[K+].[K+].[CH2:14](Br)[CH:15]=[CH2:16], predict the reaction product. The product is: [CH2:16]([O:7][C:1]1[CH:6]=[CH:5][CH:4]=[CH:3][CH:2]=1)[CH:15]=[CH2:14].